From a dataset of Reaction yield outcomes from USPTO patents with 853,638 reactions. Predict the reaction yield, written as a fraction of the theoretical maximum amount of product (1.0 means a 100% yield; for example, 0.34 means a 34% yield). (1) The reactants are [NH2:1][CH:2]([C:5]1[N:6]([C:15]2[CH:20]=[CH:19][C:18]([CH3:21])=[CH:17][CH:16]=2)[C:7](=[O:14])[C:8]2[S:13][CH:12]=[CH:11][C:9]=2[N:10]=1)[CH2:3][CH3:4].Cl[C:23]1[N:31]=[CH:30][N:29]=[C:28]2[C:24]=1[N:25]=[CH:26][N:27]2[CH:32]1[CH2:37][CH2:36][CH2:35][CH2:34][O:33]1. No catalyst specified. The product is [CH3:21][C:18]1[CH:17]=[CH:16][C:15]([N:6]2[C:7](=[O:14])[C:8]3[S:13][CH:12]=[CH:11][C:9]=3[N:10]=[C:5]2[CH:2]([NH:1][C:23]2[N:31]=[CH:30][N:29]=[C:28]3[C:24]=2[N:25]=[CH:26][N:27]3[CH:32]2[CH2:37][CH2:36][CH2:35][CH2:34][O:33]2)[CH2:3][CH3:4])=[CH:20][CH:19]=1. The yield is 0.850. (2) The reactants are [F:1][C:2]1[CH:3]=[CH:4][C:5]2[S:13][C:12]3[CH2:11][CH2:10][NH:9][C:8](=[O:14])[C:7]=3[C:6]=2[CH:15]=1.Br[C:17]1[CH:18]=[N:19][CH:20]=[CH:21][C:22]=1[C:23]([F:26])([F:25])[F:24].P([O-])([O-])([O-])=O.[K+].[K+].[K+]. The catalyst is [Cu](I)I.O1CCOCC1. The product is [F:1][C:2]1[CH:3]=[CH:4][C:5]2[S:13][C:12]3[CH2:11][CH2:10][N:9]([C:17]4[CH:18]=[N:19][CH:20]=[CH:21][C:22]=4[C:23]([F:26])([F:25])[F:24])[C:8](=[O:14])[C:7]=3[C:6]=2[CH:15]=1. The yield is 0.0909.